From a dataset of Reaction yield outcomes from USPTO patents with 853,638 reactions. Predict the reaction yield, written as a fraction of the theoretical maximum amount of product (1.0 means a 100% yield; for example, 0.34 means a 34% yield). (1) The reactants are [CH2:1]([N:3]1[C:7]2[N:8]=[C:9]([C:18]3[CH:23]=[CH:22][C:21]([NH:24][C:25]([NH:27][C:28]4[CH:36]=[CH:35][C:31]([C:32](O)=[O:33])=[CH:30][CH:29]=4)=[O:26])=[CH:20][CH:19]=3)[N:10]=[C:11]([N:12]3[CH2:17][CH2:16][O:15][CH2:14][CH2:13]3)[C:6]=2[N:5]=[N:4]1)[CH3:2].[CH3:37][N:38]1[CH2:43][CH2:42][N:41]([CH:44](N)[CH3:45])[CH2:40][CH2:39]1.CC[N:49](CC)CC.C1C=CC2N(O)N=NC=2C=1.CCN=C=NCCCN(C)C. The catalyst is C1COCC1. The product is [CH2:1]([N:3]1[C:7]2[N:8]=[C:9]([C:18]3[CH:23]=[CH:22][C:21]([NH:24][C:25]([NH:27][C:28]4[CH:29]=[CH:30][C:31]([C:32]([NH:49][CH2:45][CH2:44][N:41]5[CH2:42][CH2:43][N:38]([CH3:37])[CH2:39][CH2:40]5)=[O:33])=[CH:35][CH:36]=4)=[O:26])=[CH:20][CH:19]=3)[N:10]=[C:11]([N:12]3[CH2:13][CH2:14][O:15][CH2:16][CH2:17]3)[C:6]=2[N:5]=[N:4]1)[CH3:2]. The yield is 0.550. (2) The reactants are [OH:1][C:2]([CH3:29])([CH3:28])[CH:3]([C:22]1[CH:23]=[N:24][CH:25]=[CH:26][CH:27]=1)[O:4][C:5]1[C:6]([NH:15][S:16]([CH2:19][CH2:20][CH3:21])(=[O:18])=[O:17])=[N:7][C:8]2[C:13]([N:14]=1)=[CH:12][CH:11]=[CH:10][CH:9]=2.ClC1C=CC=C(C(OO)=[O:38])C=1. The catalyst is ClCCl. The product is [OH:1][C:2]([CH3:28])([CH3:29])[CH:3]([C:22]1[CH:23]=[N+:24]([O-:38])[CH:25]=[CH:26][CH:27]=1)[O:4][C:5]1[C:6]([NH:15][S:16]([CH2:19][CH2:20][CH3:21])(=[O:18])=[O:17])=[N:7][C:8]2[C:13](=[CH:12][CH:11]=[CH:10][CH:9]=2)[N:14]=1. The yield is 0.510. (3) The reactants are [C:1]1(=[O:8])[CH2:6][CH2:5][CH2:4][C:3](=[O:7])[CH2:2]1.C(=O)([O-])[O-].[Na+].[Na+].[F:15][C:16]([F:29])([F:28])[S:17](O[S:17]([C:16]([F:29])([F:28])[F:15])(=[O:19])=[O:18])(=[O:19])=[O:18]. The catalyst is C(Cl)Cl. The product is [F:15][C:16]([F:29])([F:28])[S:17]([O:7][C:3]1[CH2:4][CH2:5][CH2:6][C:1](=[O:8])[CH:2]=1)(=[O:19])=[O:18]. The yield is 0.520.